Dataset: Forward reaction prediction with 1.9M reactions from USPTO patents (1976-2016). Task: Predict the product of the given reaction. (1) Given the reactants [OH-].[K+].O.[Cl:4][C:5]1[CH:10]=[C:9]([Cl:11])[CH:8]=[CH:7][C:6]=1[C:12]1[CH:13]=[CH:14][CH:15]=[C:16]2[C:21]=1[N:20]=[C:19]([CH3:22])[CH:18]=[C:17]2[N:23]1[CH2:28][CH2:27][C:26](=[CH:29][C:30]([O:32]CC)=[O:31])[CH2:25][CH2:24]1.Cl, predict the reaction product. The product is: [Cl:4][C:5]1[CH:10]=[C:9]([Cl:11])[CH:8]=[CH:7][C:6]=1[C:12]1[CH:13]=[CH:14][CH:15]=[C:16]2[C:21]=1[N:20]=[C:19]([CH3:22])[CH:18]=[C:17]2[N:23]1[CH2:28][CH2:27][C:26](=[CH:29][C:30]([OH:32])=[O:31])[CH2:25][CH2:24]1. (2) The product is: [Cl:11][C:12]1[C:13]([CH:20]=[O:21])=[C:14]([CH3:19])[N:15]=[C:16]([Cl:18])[CH:17]=1. Given the reactants C(Cl)(=O)C(Cl)=O.CS(C)=O.[Cl:11][C:12]1[CH:17]=[C:16]([Cl:18])[N:15]=[C:14]([CH3:19])[C:13]=1[CH2:20][OH:21].C(N(CC)CC)C, predict the reaction product. (3) Given the reactants Br[C:2]1[CH:7]=[C:6]([Cl:8])[CH:5]=[CH:4][C:3]=1[C:9]1[CH:18]=[CH:17][CH:16]=[C:15]2[C:10]=1[CH:11]=[CH:12][C:13]([S:19]([N:22](CC1C=CC(OC)=CC=1OC)[C:23]1[S:27][N:26]=[CH:25][N:24]=1)(=[O:21])=[O:20])=[CH:14]2.C(=O)([O-])[O-].[K+].[K+].CC1(C)C(C)(C)OB([C:53]2[CH:54]=[N:55][N:56](C(OC(C)(C)C)=O)[CH:57]=2)O1.Cl.C(Cl)Cl.C(O)(C(F)(F)F)=O, predict the reaction product. The product is: [Cl:8][C:6]1[CH:5]=[CH:4][C:3]([C:9]2[CH:18]=[CH:17][CH:16]=[C:15]3[C:10]=2[CH:11]=[CH:12][C:13]([S:19]([NH:22][C:23]2[S:27][N:26]=[CH:25][N:24]=2)(=[O:20])=[O:21])=[CH:14]3)=[C:2]([C:53]2[CH:54]=[N:55][NH:56][CH:57]=2)[CH:7]=1. (4) Given the reactants C([Li])CCC.Br[C:7]1[C:12]([CH2:13][CH3:14])=[CH:11][CH:10]=[CH:9][C:8]=1[CH2:15][CH3:16].C[O:18][B:19](OC)[O:20]C.Cl, predict the reaction product. The product is: [CH2:15]([C:8]1[CH:9]=[CH:10][CH:11]=[C:12]([CH2:13][CH3:14])[C:7]=1[B:19]([OH:20])[OH:18])[CH3:16]. (5) Given the reactants [F:1][C:2]1[C:7](F)=[CH:6][C:5]([C:9]2[CH:14]=[CH:13][N:12]=[CH:11][C:10]=2[N:15]([CH2:32][CH2:33][S:34]([CH3:37])(=[O:36])=[O:35])C(=O)C2C=C(C(F)(F)F)N=C(C(F)(F)F)C=2)=[C:4]([O:38][CH3:39])[CH:3]=1.FC1C=CC(B(O)O)=C(OC)C=1, predict the reaction product. The product is: [F:1][C:2]1[CH:7]=[CH:6][C:5]([C:9]2[CH:14]=[CH:13][N:12]=[CH:11][C:10]=2[NH:15][CH2:32][CH2:33][S:34]([CH3:37])(=[O:35])=[O:36])=[C:4]([O:38][CH3:39])[CH:3]=1. (6) Given the reactants Cl[C:2]([O:4][CH2:5][C:6]([Cl:9])([Cl:8])[Cl:7])=[O:3].[NH2:10][C:11]1[N:15]([CH2:16][CH2:17][OH:18])[N:14]=[C:13]([C:19]([CH3:22])([CH3:21])[CH3:20])[CH:12]=1.[OH-].[Na+], predict the reaction product. The product is: [Cl:7][C:6]([Cl:9])([Cl:8])[CH2:5][O:4][C:2](=[O:3])[NH:10][C:11]1[N:15]([CH2:16][CH2:17][OH:18])[N:14]=[C:13]([C:19]([CH3:22])([CH3:20])[CH3:21])[CH:12]=1.